Dataset: NCI-60 drug combinations with 297,098 pairs across 59 cell lines. Task: Regression. Given two drug SMILES strings and cell line genomic features, predict the synergy score measuring deviation from expected non-interaction effect. (1) Drug 1: COC1=CC(=CC(=C1O)OC)C2C3C(COC3=O)C(C4=CC5=C(C=C24)OCO5)OC6C(C(C7C(O6)COC(O7)C8=CC=CS8)O)O. Drug 2: C1=NC2=C(N1)C(=S)N=CN2. Cell line: SK-MEL-5. Synergy scores: CSS=27.4, Synergy_ZIP=-9.18, Synergy_Bliss=-3.13, Synergy_Loewe=-6.45, Synergy_HSA=-0.165. (2) Drug 1: CC12CCC3C(C1CCC2O)C(CC4=C3C=CC(=C4)O)CCCCCCCCCS(=O)CCCC(C(F)(F)F)(F)F. Drug 2: COC1=C2C(=CC3=C1OC=C3)C=CC(=O)O2. Cell line: SN12C. Synergy scores: CSS=0.629, Synergy_ZIP=2.63, Synergy_Bliss=2.56, Synergy_Loewe=1.16, Synergy_HSA=-0.269. (3) Drug 1: C1C(C(OC1N2C=NC3=C(N=C(N=C32)Cl)N)CO)O. Drug 2: C1=CN(C=N1)CC(O)(P(=O)(O)O)P(=O)(O)O. Cell line: HT29. Synergy scores: CSS=26.2, Synergy_ZIP=-6.05, Synergy_Bliss=-1.32, Synergy_Loewe=-13.4, Synergy_HSA=-1.70. (4) Drug 1: C1=CC=C(C=C1)NC(=O)CCCCCCC(=O)NO. Drug 2: C(=O)(N)NO. Cell line: HT29. Synergy scores: CSS=22.2, Synergy_ZIP=-3.06, Synergy_Bliss=2.89, Synergy_Loewe=-14.2, Synergy_HSA=2.00. (5) Drug 1: CN1CCC(CC1)COC2=C(C=C3C(=C2)N=CN=C3NC4=C(C=C(C=C4)Br)F)OC. Drug 2: CCN(CC)CCCC(C)NC1=C2C=C(C=CC2=NC3=C1C=CC(=C3)Cl)OC. Cell line: SNB-75. Synergy scores: CSS=23.8, Synergy_ZIP=-5.93, Synergy_Bliss=3.17, Synergy_Loewe=3.39, Synergy_HSA=4.85. (6) Drug 1: CN1CCC(CC1)COC2=C(C=C3C(=C2)N=CN=C3NC4=C(C=C(C=C4)Br)F)OC. Drug 2: CC1=C2C(C(=O)C3(C(CC4C(C3C(C(C2(C)C)(CC1OC(=O)C(C(C5=CC=CC=C5)NC(=O)C6=CC=CC=C6)O)O)OC(=O)C7=CC=CC=C7)(CO4)OC(=O)C)O)C)OC(=O)C. Cell line: MOLT-4. Synergy scores: CSS=83.7, Synergy_ZIP=18.9, Synergy_Bliss=21.4, Synergy_Loewe=-7.81, Synergy_HSA=22.6. (7) Drug 1: CC1CC2C3CCC4=CC(=O)C=CC4(C3(C(CC2(C1(C(=O)CO)O)C)O)F)C. Drug 2: CC1(CCCN1)C2=NC3=C(C=CC=C3N2)C(=O)N. Cell line: SW-620. Synergy scores: CSS=1.45, Synergy_ZIP=1.81, Synergy_Bliss=2.99, Synergy_Loewe=1.07, Synergy_HSA=1.16.